From a dataset of Cav3 T-type calcium channel HTS with 100,875 compounds. Binary Classification. Given a drug SMILES string, predict its activity (active/inactive) in a high-throughput screening assay against a specified biological target. (1) The compound is O(c1cc(NC(=O)CCn2nc(nn2)c2ccc(cc2)C)ccc1OC)C. The result is 0 (inactive). (2) The compound is O(c1c(ccc(OCC(OCC)=O)c1)/C=C\[N+]([O-])=O)CC(OCC)=O. The result is 0 (inactive). (3) The compound is Brc1cc(S(=O)(=O)NCCC(=O)Nc2sc(SCC)nn2)c(nc1)N. The result is 0 (inactive). (4) The molecule is O=C(Nc1c(OC)cccc1)c1cc2nc(c(nc2cc1)c1ccccc1)c1ccccc1. The result is 0 (inactive). (5) The molecule is o1c2c(cccc2OC)c(=O)cc1. The result is 0 (inactive). (6) The drug is O1C(OCCCCO)CC(C=C1C(=O)NCC#C)c1ccccc1. The result is 0 (inactive). (7) The compound is S=C(N1CCC(NC(=O)c2ccc(OC)cc2)CC1)Nc1cc(ccc1)C. The result is 0 (inactive).